Binary Classification. Given a miRNA mature sequence and a target amino acid sequence, predict their likelihood of interaction. From a dataset of Experimentally validated miRNA-target interactions with 360,000+ pairs, plus equal number of negative samples. (1) The miRNA is hsa-miR-934 with sequence UGUCUACUACUGGAGACACUGG. The protein sequence of the target gene is MSSAPRGPPSVAPLPAGIGRSTAKTPGLPGSLEMGPLTFRDVAIEFSLEEWQCLDTSQQNLYRNVMLDNYRNLVFLGIAVSKPDLITCLEQGKEPCNMKRHAMVAKPPVVCSHFAQDLWPKQGLKDSFQKVILRRYGKYGHENLQLRKGCKSADEHKVHKRGYNGLNQCLTTTQSKIFQCDKYVKVLHKFSNSNIHKKRQTGKKPFKCKECGKSCCILSQLTQHKKTATRVNFYKCKTCGKAFNQFSNLTKHKIIHPEVNPYKCEECGKAFNQSLTLTKHKKIHTEEKPYKCEDCGKVFS.... Result: 0 (no interaction). (2) The miRNA is hsa-miR-4257 with sequence CCAGAGGUGGGGACUGAG. The protein sequence of the target gene is MERDEPPPSGGGGGGGSAGFLEPPAALPPPPRNGFCQDELAELDPGTISVSDDRAEQRTCLICGDRATGLHYGIISCEGCKGFFKRSICNKRVYRCSRDKNCVMSRKQRNRCQYCRLLKCLQMGMNRKAIREDGMPGGRNKSIGPVQISEEEIERIMSGQEFEEEANHWSNHGDSDHSSPGNRASESNQPSPGSTLSSSRSVELNGFMAFREQYMGMSVPPHYQYIPHLFSYSGHSPLLPQQARSLDPQSYSLIHQLLSAEDLEPLGTPMLIEDGYAVTQAELFALLCRLADELLFRQIA.... Result: 1 (interaction). (3) The miRNA is hsa-miR-6807-3p with sequence CACUGCAUUCCUGCUUGGCCCAG. The protein sequence of the target gene is MAVTLDKDAYYRRVKRLYSNWRKGEDEYASIDAIVVSVGVDEEIVYAKSTALQTWLFGYELTDTIMVFCDDKIIFMASKKKVEFLKQIANTKGNENANGAPAITLLVREKNESNKSSFDKMIDAIKESKSGKKIGVFSKDKFPGEFMKSWSDCLNKEGFDKVDISAVVAYTIAVKEDGELNLMKKAASITSEVFNKFFKERVMEIVDADEKVRHSKLAESVEKAIEEKKYLAGADPSTVEMCYPPIIQSGGNYNLKFSVVSDKNHMHFGAITCAMGIRFKSYCSNLVRTLMVDPTQEVQE.... Result: 0 (no interaction). (4) The miRNA is mmu-let-7a-5p with sequence UGAGGUAGUAGGUUGUAUAGUU. The protein sequence of the target gene is MADDLEQQSQGWLSSWLPTWRPTSMSQLKNVEARILQCLQNKFLARYVSLPNQNKIWTVTVSPEQNDRTPLVMVHGFGGGVGLWILNMDSLSARRTLHTFDLLGFGRSSRPAFPRDPEGAEDEFVTSIETWRETMGIPSMILLGHSLGGFLATSYSIKYPDRVKHLILVDPWGFPLRPTNPSEIRAPPAWVKAVASVLGRSNPLAVLRVAGPWGPGLVQRFRPDFKRKFADFFEDDTISEYIYHCNAQNPSGETAFKAMMESFGWARRPMLERIHLIRKDVPITMIYGSDTWIDTSTGKK.... Result: 0 (no interaction). (5) The miRNA is dme-miR-276a-3p with sequence UAGGAACUUCAUACCGUGCUCU. The protein sequence of the target gene is MAASRLELNLVRLLSRCEAMAAEKRDPDEWRLEKYVGALEDMLQALKVHASKPASEVINEYSWKVDFLKGMLQAEKLTSSSEKALANQFLAPGRVPTTARERVPATKTVHLQSRARYTSEMRSELLGTDSAEPEMDVRKRTGVAGSQPVSEKQLAAELDLVLQRHQNLQEKLAEEMLGLARSLKTNTLAAQSVIKKDNQTLSHSLKMADQNLEKLKTESERLEQHTQKSVNWLLWAMLIIVCFIFISMILFIRIMPKLK. Result: 0 (no interaction). (6) The miRNA is mmu-miR-761 with sequence GCAGCAGGGUGAAACUGACACA. The protein sequence of the target gene is MPPAAPSVARSREGGGIGQRRLVFPKSARRTLPCPIALCLGLCLAAAAATTTRASAAAFASAGDTTAMSAFNLLHLVTKSQPVAPRACGLPSGSCRDKKNCKVVFSQQELRKRLTPLQYHVTQEKGTESAFEGEYTHHKDPGIYKCVVCGTPLFKSETKFDSGSGWPAFHDVISSEAIEFTDDFSYGMHRVETSCSQCGAHLGHIFDDGPRPTGKRYCINSASLSFTPADSSEAEGSGIKESGSPAAADRAEL. Result: 1 (interaction).